This data is from Forward reaction prediction with 1.9M reactions from USPTO patents (1976-2016). The task is: Predict the product of the given reaction. (1) The product is: [CH2:1]([O:3][C:4]([C:6]1[N:7]=[N:8][N:9]([CH2:12][C:13]2[CH:14]=[CH:15][C:16]([O:19][CH3:20])=[CH:17][CH:18]=2)[C:10]=1[O:11][CH3:21])=[O:5])[CH3:2]. Given the reactants [CH2:1]([O:3][C:4]([C:6]1[N:7]=[N:8][N:9]([CH2:12][C:13]2[CH:18]=[CH:17][C:16]([O:19][CH3:20])=[CH:15][CH:14]=2)[C:10]=1[OH:11])=[O:5])[CH3:2].[CH3:21][Si](C=[N+]=[N-])(C)C, predict the reaction product. (2) Given the reactants [CH3:1][C:2]1([CH3:8])[NH:6][NH:5][C:4](=[O:7])[CH2:3]1.[ClH:9], predict the reaction product. The product is: [ClH:9].[CH3:1][C:2]1([CH3:8])[NH:6][NH:5][C:4](=[O:7])[CH2:3]1.